This data is from Reaction yield outcomes from USPTO patents with 853,638 reactions. The task is: Predict the reaction yield, written as a fraction of the theoretical maximum amount of product (1.0 means a 100% yield; for example, 0.34 means a 34% yield). (1) The reactants are [C:1]([O:5][C:6]([N:8]1[CH2:13][CH2:12][C:11]([C:17]2[CH:22]=[CH:21][C:20]([Cl:23])=[CH:19][CH:18]=2)([C:14]([OH:16])=[O:15])[CH2:10][CH2:9]1)=[O:7])([CH3:4])([CH3:3])[CH3:2].[CH:24]1C=CC=CC=1.C[Si](C=[N+]=[N-])(C)C. The catalyst is CO. The product is [CH3:24][O:15][C:14]([C:11]1([C:17]2[CH:22]=[CH:21][C:20]([Cl:23])=[CH:19][CH:18]=2)[CH2:10][CH2:9][N:8]([C:6]([O:5][C:1]([CH3:4])([CH3:2])[CH3:3])=[O:7])[CH2:13][CH2:12]1)=[O:16]. The yield is 0.880. (2) The reactants are Cl[C:2]1[N:3]=[CH:4][C:5]2[C:10]([C:11]=1[CH3:12])=[CH:9][CH:8]=[C:7]([O:13][CH3:14])[CH:6]=2.[C:15]([C:18]1[CH:23]=[CH:22][C:21](B(O)O)=[CH:20][CH:19]=1)([OH:17])=[O:16].C([O-])([O-])=O.[K+].[K+].O. The catalyst is COCCOCCO.O.C1C=CC(P(C2C=CC=CC=2)[C-]2C=CC=C2)=CC=1.C1C=CC(P(C2C=CC=CC=2)[C-]2C=CC=C2)=CC=1.Cl[Pd]Cl.[Fe+2].CCOC(C)=O. The product is [CH3:14][O:13][C:7]1[CH:6]=[C:5]2[C:10]([C:11]([CH3:12])=[C:2]([C:21]3[CH:22]=[CH:23][C:18]([C:15]([OH:17])=[O:16])=[CH:19][CH:20]=3)[N:3]=[CH:4]2)=[CH:9][CH:8]=1. The yield is 0.130. (3) The reactants are Cl[C:2]1[C:7]([C:8]([O:10][CH3:11])=[O:9])=[C:6]([C:12]([F:15])([F:14])[F:13])[N:5]=[CH:4][CH:3]=1.[N-:16]=[N+:17]=[N-:18].[Na+]. The catalyst is CN(C=O)C.O. The product is [N:16]([C:2]1[C:7]([C:8]([O:10][CH3:11])=[O:9])=[C:6]([C:12]([F:15])([F:14])[F:13])[N:5]=[CH:4][CH:3]=1)=[N+:17]=[N-:18]. The yield is 0.950. (4) The reactants are [Li]CCCC.[CH3:6][C:7]1[O:8][CH:9]=[CH:10][CH:11]=1.[CH2:12](Br)[C:13]1[CH:18]=[CH:17][CH:16]=[CH:15][CH:14]=1.[O-2].[Al+3].[O-2].[O-2].[Al+3].[NH4+].[Cl-]. The catalyst is C1COCC1. The product is [CH3:6][C:7]1[O:8][C:9]([CH2:12][C:13]2[CH:18]=[CH:17][CH:16]=[CH:15][CH:14]=2)=[CH:10][CH:11]=1. The yield is 0.460. (5) The reactants are [Br:1]N1C(=O)CCC1=O.[S:9]1[C:13]2[C:14]3[CH:22]=[N:21][CH:20]=[CH:19][C:15]=3[O:16][CH2:17][CH2:18][C:12]=2[CH:11]=[CH:10]1.O. The catalyst is CN(C)C=O. The product is [Br:1][C:10]1[S:9][C:13]2[C:14]3[CH:22]=[N:21][CH:20]=[CH:19][C:15]=3[O:16][CH2:17][CH2:18][C:12]=2[CH:11]=1. The yield is 0.630.